Dataset: Forward reaction prediction with 1.9M reactions from USPTO patents (1976-2016). Task: Predict the product of the given reaction. (1) Given the reactants Cl[CH2:2][C:3]1[N:4]=[C:5]([C:8]2[CH:13]=[CH:12][C:11]([CH3:14])=[CH:10][CH:9]=2)[O:6][CH:7]=1.[F:15][C:16]1[C:24]([OH:25])=[CH:23][CH:22]=[C:21]([F:26])[C:17]=1[C:18]([NH2:20])=[O:19].C(=O)([O-])[O-].[K+].[K+], predict the reaction product. The product is: [F:15][C:16]1[C:24]([O:25][CH2:2][C:3]2[N:4]=[C:5]([C:8]3[CH:13]=[CH:12][C:11]([CH3:14])=[CH:10][CH:9]=3)[O:6][CH:7]=2)=[CH:23][CH:22]=[C:21]([F:26])[C:17]=1[C:18]([NH2:20])=[O:19]. (2) The product is: [F:1][C:2]1[CH:3]=[C:4]2[C:9](=[CH:10][CH:11]=1)[N:8]=[C:7]([NH:12][C:13]([N:31]1[CH2:30][CH2:29][N:28]([C:23]3[CH:24]=[CH:25][CH:26]=[CH:27][C:22]=3[O:21][CH3:20])[CH2:33][CH2:32]1)=[O:17])[C:6]([O:18][CH3:19])=[N:5]2. Given the reactants [F:1][C:2]1[CH:3]=[C:4]2[C:9](=[CH:10][CH:11]=1)[N:8]=[C:7]([NH:12][C:13](=[O:17])OCC)[C:6]([O:18][CH3:19])=[N:5]2.[CH3:20][O:21][C:22]1[CH:27]=[CH:26][CH:25]=[CH:24][C:23]=1[N:28]1[CH2:33][CH2:32][NH:31][CH2:30][CH2:29]1, predict the reaction product. (3) The product is: [CH3:1][C:2]1[C:3]([CH2:15][O:16][C:17]2[CH:22]=[CH:21][C:20]([C:23]3[C:27]([CH3:28])=[C:26]([O:30][CH2:31][CH3:32])[N:25]([CH3:33])[N:24]=3)=[CH:19][C:18]=2[CH3:34])=[C:4]([N:8]2[C:12](=[O:13])[N:11]([CH3:14])[N:10]=[N:9]2)[CH:5]=[CH:6][CH:7]=1. Given the reactants [CH3:1][C:2]1[C:3]([CH2:15][O:16][C:17]2[CH:22]=[CH:21][C:20]([C:23]3[C:27]([CH:28]=O)=[C:26]([O:30][CH2:31][CH3:32])[N:25]([CH3:33])[N:24]=3)=[CH:19][C:18]=2[CH3:34])=[C:4]([N:8]2[C:12](=[O:13])[N:11]([CH3:14])[N:10]=[N:9]2)[CH:5]=[CH:6][CH:7]=1.C([SiH](CC)CC)C, predict the reaction product. (4) Given the reactants C[C:2]1[CH:3]=[C:4]([OH:10])[C:5]([O:8][CH3:9])=[CH:6][CH:7]=1.[C:11]([C:15]1[CH:16]=[C:17]([OH:21])[CH:18]=[CH:19][CH:20]=1)([CH3:14])([CH3:13])[CH3:12].[CH3:22]OS([O-])(=O)=O.C[N+](CC)(CC)CC, predict the reaction product. The product is: [OH:10][C:4]1[C:5]([O:8][CH3:9])=[CH:6][C:7]([CH3:22])=[CH:2][C:3]=1[C:18]1[CH:19]=[CH:20][C:15]([C:11]([CH3:14])([CH3:12])[CH3:13])=[CH:16][C:17]=1[OH:21]. (5) Given the reactants [C:1]([O:5][C:6]([N:8]1[CH2:12][C@@H:11]([CH2:13][N:14]([CH:31]([CH3:33])[CH3:32])[C:15](=[O:30])[C:16]2[CH:21]=[CH:20][C:19]([O:22][CH3:23])=[C:18]([O:24][CH2:25][CH2:26][CH2:27][O:28][CH3:29])[CH:17]=2)[C@H:10]([CH2:34][N:35]=[N+]=[N-])[CH2:9]1)=[O:7])([CH3:4])([CH3:3])[CH3:2], predict the reaction product. The product is: [C:1]([O:5][C:6]([N:8]1[CH2:12][C@@H:11]([CH2:13][N:14]([CH:31]([CH3:32])[CH3:33])[C:15](=[O:30])[C:16]2[CH:21]=[CH:20][C:19]([O:22][CH3:23])=[C:18]([O:24][CH2:25][CH2:26][CH2:27][O:28][CH3:29])[CH:17]=2)[C@H:10]([CH2:34][NH2:35])[CH2:9]1)=[O:7])([CH3:4])([CH3:3])[CH3:2].